From a dataset of NCI-60 drug combinations with 297,098 pairs across 59 cell lines. Regression. Given two drug SMILES strings and cell line genomic features, predict the synergy score measuring deviation from expected non-interaction effect. (1) Drug 1: C1=CC(=C2C(=C1NCCNCCO)C(=O)C3=C(C=CC(=C3C2=O)O)O)NCCNCCO. Drug 2: CCC1(C2=C(COC1=O)C(=O)N3CC4=CC5=C(C=CC(=C5CN(C)C)O)N=C4C3=C2)O.Cl. Cell line: HCC-2998. Synergy scores: CSS=27.7, Synergy_ZIP=-8.89, Synergy_Bliss=-3.83, Synergy_Loewe=-3.09, Synergy_HSA=-1.17. (2) Drug 1: C1=CC(=CC=C1CCC2=CNC3=C2C(=O)NC(=N3)N)C(=O)NC(CCC(=O)O)C(=O)O. Drug 2: C#CCC(CC1=CN=C2C(=N1)C(=NC(=N2)N)N)C3=CC=C(C=C3)C(=O)NC(CCC(=O)O)C(=O)O. Cell line: HCT116. Synergy scores: CSS=44.9, Synergy_ZIP=-4.22, Synergy_Bliss=-7.21, Synergy_Loewe=-4.41, Synergy_HSA=-4.26. (3) Drug 1: C(CC(=O)O)C(=O)CN.Cl. Drug 2: C1CN(CCN1C(=O)CCBr)C(=O)CCBr. Cell line: T-47D. Synergy scores: CSS=23.9, Synergy_ZIP=-6.83, Synergy_Bliss=-0.696, Synergy_Loewe=4.59, Synergy_HSA=4.77.